The task is: Predict the reactants needed to synthesize the given product.. This data is from Full USPTO retrosynthesis dataset with 1.9M reactions from patents (1976-2016). (1) Given the product [CH2:4]([O:11][C:12]([N:14]1[CH2:19][CH2:18][CH2:17][C@@H:16]([C@H:20]([OH:21])[CH3:2])[CH2:15]1)=[O:13])[C:5]1[CH:10]=[CH:9][CH:8]=[CH:7][CH:6]=1, predict the reactants needed to synthesize it. The reactants are: [Zn](C)[CH3:2].[CH2:4]([O:11][C:12]([N:14]1[CH2:19][CH2:18][CH2:17][CH:16]([CH:20]=[O:21])[CH2:15]1)=[O:13])[C:5]1[CH:10]=[CH:9][CH:8]=[CH:7][CH:6]=1. (2) Given the product [C:1]1([C:15]2[CH:16]=[CH:17][CH:18]=[CH:19][CH:20]=2)[CH:6]=[CH:5][CH:4]=[CH:3][C:2]=1[CH2:7][N:8]1[C:12]([CH3:13])=[CH:11][C:10]([NH:14][C:70]([C:65]2[CH:66]=[C:67]3[C:62](=[CH:63][CH:64]=2)[CH2:61][N:60]([C:58]([O:57][C:54]([CH3:56])([CH3:55])[CH3:53])=[O:59])[CH2:69][CH2:68]3)=[O:71])=[N:9]1, predict the reactants needed to synthesize it. The reactants are: [C:1]1([C:15]2[CH:20]=[CH:19][CH:18]=[CH:17][CH:16]=2)[CH:6]=[CH:5][CH:4]=[CH:3][C:2]=1[CH2:7][N:8]1[C:12]([CH3:13])=[CH:11][C:10]([NH2:14])=[N:9]1.Cl.CN(C)CCCN=C=NCC.O.ON1C2C=CC=CC=2N=N1.C(N(C(C)C)CC)(C)C.[CH3:53][C:54]([O:57][C:58]([N:60]1[CH2:69][CH2:68][C:67]2[C:62](=[CH:63][CH:64]=[C:65]([C:70](O)=[O:71])[CH:66]=2)[CH2:61]1)=[O:59])([CH3:56])[CH3:55].